Dataset: Full USPTO retrosynthesis dataset with 1.9M reactions from patents (1976-2016). Task: Predict the reactants needed to synthesize the given product. (1) Given the product [CH2:16]([O:15][C:13](=[O:14])[CH2:12][S:1][C:2]1[NH:6][C:5]2[CH:7]=[CH:8][CH:9]=[CH:10][C:4]=2[N:3]=1)[CH3:17], predict the reactants needed to synthesize it. The reactants are: [SH:1][C:2]1[NH:3][C:4]2[CH:10]=[CH:9][CH:8]=[CH:7][C:5]=2[N:6]=1.Br[CH2:12][C:13]([O:15][CH2:16][CH3:17])=[O:14].C(=O)([O-])[O-].[K+].[K+]. (2) Given the product [Br:1][C:2]1[CH:3]=[C:4]2[C:13](=[CH:14][CH:15]=1)[CH:12]1[CH2:11][CH:10]([CH2:16]1)[N:9]1[C:5]2=[N:6][C:7]([I:18])=[CH:8]1, predict the reactants needed to synthesize it. The reactants are: [Br:1][C:2]1[CH:3]=[C:4]2[C:13](=[CH:14][CH:15]=1)[CH:12]1[CH2:16][CH:10]([CH2:11]1)[N:9]1[C:5]2=[N:6][C:7]([I:18])=[C:8]1I.CC[Mg+].[Br-].